Task: Predict which catalyst facilitates the given reaction.. Dataset: Catalyst prediction with 721,799 reactions and 888 catalyst types from USPTO Reactant: [F:1][C:2]1[CH:7]=[CH:6][CH:5]=[CH:4][C:3]=1[C:8]12[CH2:16][N:15]([C:17]3[N:22]=[CH:21][C:20]([F:23])=[CH:19][N:18]=3)[CH2:14][CH:13]1[CH2:12][S:11][C:10]([NH:24]C(=O)C1C=CC=CC=1)=[N:9]2.[OH-].[Li+]. Product: [F:1][C:2]1[CH:7]=[CH:6][CH:5]=[CH:4][C:3]=1[C:8]12[CH2:16][N:15]([C:17]3[N:22]=[CH:21][C:20]([F:23])=[CH:19][N:18]=3)[CH2:14][CH:13]1[CH2:12][S:11][C:10]([NH2:24])=[N:9]2. The catalyst class is: 5.